Dataset: Full USPTO retrosynthesis dataset with 1.9M reactions from patents (1976-2016). Task: Predict the reactants needed to synthesize the given product. (1) Given the product [CH3:25][O:24][C:7]1[CH:6]=[CH:5][C:4]2[N:3]=[C:2]([NH:26][C:27]3[CH:28]=[C:29]([S:33]([NH2:36])(=[O:34])=[O:35])[CH:30]=[CH:31][CH:32]=3)[C:11]3=[N:12][NH:13][CH:14]=[C:10]3[C:9]=2[CH:8]=1, predict the reactants needed to synthesize it. The reactants are: Cl[C:2]1[C:11]2=[N:12][N:13](CC3C=CC(OC)=CC=3)[CH:14]=[C:10]2[C:9]2[CH:8]=[C:7]([O:24][CH3:25])[CH:6]=[CH:5][C:4]=2[N:3]=1.[NH2:26][C:27]1[CH:28]=[C:29]([S:33]([NH2:36])(=[O:35])=[O:34])[CH:30]=[CH:31][CH:32]=1.Cl. (2) Given the product [CH3:30][CH:29]([CH3:31])[CH2:28][C:27]([C:24]1[CH:23]=[CH:22][C:21]([CH3:20])=[CH:26][CH:25]=1)=[O:32], predict the reactants needed to synthesize it. The reactants are: ClC1C=CC2CCN(C(=O)C(F)(F)F)CCC=2C=1N[CH2:20][C:21]1[CH:26]=[CH:25][C:24]([C:27](=[O:32])[CH2:28][CH:29]([CH3:31])[CH3:30])=[CH:23][CH:22]=1.ClC1C=CC2CCN(C(=O)C(F)(F)F)CCC=2C=1OS(C(F)(F)F)(=O)=O.CC(C)CC(C1C=CC(CN)=CC=1)=O.